Dataset: Reaction yield outcomes from USPTO patents with 853,638 reactions. Task: Predict the reaction yield, written as a fraction of the theoretical maximum amount of product (1.0 means a 100% yield; for example, 0.34 means a 34% yield). (1) The reactants are [N:1]([CH2:4][CH:5]1[CH2:9][C:8]2[CH:10]=[CH:11][C:12]([Cl:21])=[C:13]([C:14]3[CH:19]=[CH:18][CH:17]=[CH:16][C:15]=3[Cl:20])[C:7]=2[O:6]1)=[N+]=[N-].C1(P(C2C=CC=CC=2)C2C=CC=CC=2)C=CC=CC=1. The catalyst is O1CCCC1. The product is [Cl:21][C:12]1[CH:11]=[CH:10][C:8]2[CH2:9][CH:5]([CH2:4][NH2:1])[O:6][C:7]=2[C:13]=1[C:14]1[CH:19]=[CH:18][CH:17]=[CH:16][C:15]=1[Cl:20]. The yield is 0.240. (2) The reactants are Cl[C:2]1[C:7]([CH2:8][C:9]([O:11][CH2:12][CH3:13])=[O:10])=[CH:6][N:5]=[CH:4][N:3]=1.C(N(CC)CC)C.C1(P(C2C=CC=CC=2)C2C=CC=CC=2)C=CC=CC=1.[CH2:40]([Si:42]([C:47]#[CH:48])([CH2:45][CH3:46])[CH2:43][CH3:44])[CH3:41]. The catalyst is CN(C=O)C.Cl[Pd](Cl)([P](C1C=CC=CC=1)(C1C=CC=CC=1)C1C=CC=CC=1)[P](C1C=CC=CC=1)(C1C=CC=CC=1)C1C=CC=CC=1. The product is [CH2:43]([Si:42]([C:40]#[C:41][C:2]1[C:7]([CH2:8][C:9]([O:11][CH2:12][CH3:13])=[O:10])=[CH:6][N:5]=[CH:4][N:3]=1)([CH2:47][CH3:48])[CH2:45][CH3:46])[CH3:44]. The yield is 0.940. (3) The reactants are [NH2:1][CH2:2][CH2:3][CH2:4][CH2:5][C:6]1[CH:22]=[CH:21][C:9]([O:10][CH2:11][C:12]([NH:14][C:15]2[CH:20]=[CH:19][CH:18]=[CH:17][CH:16]=2)=[O:13])=[CH:8][CH:7]=1.C(N(CC)CC)C.I.[NH2:31][C:32]1[C:33]([C:40]([NH:42][C:43](=[NH:46])SC)=[O:41])=[N:34][C:35]([Cl:39])=[C:36]([NH2:38])[N:37]=1. The catalyst is C(O)C. The product is [NH2:31][C:32]1[C:33]([C:40]([N:42]=[C:43]([NH2:46])[NH:1][CH2:2][CH2:3][CH2:4][CH2:5][C:6]2[CH:22]=[CH:21][C:9]([O:10][CH2:11][C:12]([NH:14][C:15]3[CH:16]=[CH:17][CH:18]=[CH:19][CH:20]=3)=[O:13])=[CH:8][CH:7]=2)=[O:41])=[N:34][C:35]([Cl:39])=[C:36]([NH2:38])[N:37]=1. The yield is 0.670. (4) The reactants are Cl[C:2]1[C:3]([C:11]([O:13][CH2:14][CH3:15])=[O:12])=[N:4][N:5]([CH3:10])[C:6](=[O:9])[C:7]=1[CH3:8].[F:16][C:17]1[CH:23]=[C:22]([S:24][CH3:25])[CH:21]=[CH:20][C:18]=1[NH2:19]. No catalyst specified. The product is [F:16][C:17]1[CH:23]=[C:22]([S:24][CH3:25])[CH:21]=[CH:20][C:18]=1[NH:19][C:2]1[C:3]([C:11]([O:13][CH2:14][CH3:15])=[O:12])=[N:4][N:5]([CH3:10])[C:6](=[O:9])[C:7]=1[CH3:8]. The yield is 0.810. (5) The reactants are [F:1][C:2]([F:17])([C:6]1[CH:11]=[CH:10][C:9]([O:12][CH:13]([CH3:15])[CH3:14])=[C:8]([CH3:16])[CH:7]=1)[C:3]([OH:5])=O.P(Cl)(Cl)(Cl)=O.Cl.[NH2:24][CH2:25][C:26]1[CH:27]=[C:28]2[C:32](=[CH:33][CH:34]=1)[C:31](=[O:35])[N:30]([CH:36]1[CH2:41][CH2:40][C:39](=[O:42])[NH:38][C:37]1=[O:43])[CH2:29]2.C(=O)(O)[O-].[Na+]. The catalyst is N1C=CC=CC=1. The product is [O:43]=[C:37]1[CH:36]([N:30]2[CH2:29][C:28]3[C:32](=[CH:33][CH:34]=[C:26]([CH2:25][NH:24][C:3](=[O:5])[C:2]([F:1])([F:17])[C:6]4[CH:11]=[CH:10][C:9]([O:12][CH:13]([CH3:15])[CH3:14])=[C:8]([CH3:16])[CH:7]=4)[CH:27]=3)[C:31]2=[O:35])[CH2:41][CH2:40][C:39](=[O:42])[NH:38]1. The yield is 0.220. (6) The reactants are C(OC([N:8]1[CH2:12][CH2:11][CH2:10][C@H:9]1[CH2:13][NH:14][C:15]1[CH:20]=[CH:19][C:18]([C:21]2[NH:25][C:24](=[O:26])[O:23][N:22]=2)=[CH:17][C:16]=1[O:27][C:28]1[CH:33]=[CH:32][C:31]([O:34][CH3:35])=[CH:30][CH:29]=1)=O)(C)(C)C.C(O)(C(F)(F)F)=O. The catalyst is C(Cl)Cl. The product is [CH3:35][O:34][C:31]1[CH:30]=[CH:29][C:28]([O:27][C:16]2[CH:17]=[C:18]([C:21]3[NH:25][C:24](=[O:26])[O:23][N:22]=3)[CH:19]=[CH:20][C:15]=2[NH:14][CH2:13][C@@H:9]2[CH2:10][CH2:11][CH2:12][NH:8]2)=[CH:33][CH:32]=1. The yield is 0.300.